Dataset: Full USPTO retrosynthesis dataset with 1.9M reactions from patents (1976-2016). Task: Predict the reactants needed to synthesize the given product. (1) Given the product [Na+:28].[Cl:1][C:2]1[CH:11]=[C:10]2[C:5]([C:6](=[O:26])[N:7]([S:13]([C:16]3[CH:17]=[C:18]([OH:25])[C:19](=[CH:23][CH:24]=3)[C:20]([O-:22])=[O:21])(=[O:15])=[O:14])[C:8](=[O:12])[NH:9]2)=[CH:4][CH:3]=1, predict the reactants needed to synthesize it. The reactants are: [Cl:1][C:2]1[CH:11]=[C:10]2[C:5]([C:6](=[O:26])[N:7]([S:13]([C:16]3[CH:17]=[C:18]([OH:25])[C:19](=[CH:23][CH:24]=3)[C:20]([OH:22])=[O:21])(=[O:15])=[O:14])[C:8](=[O:12])[NH:9]2)=[CH:4][CH:3]=1.[OH-].[Na+:28].O. (2) Given the product [N:1]([CH2:2][C:3]([O:5][C:6]([CH3:9])([CH3:8])[CH3:7])=[O:4])=[C:10]=[O:11], predict the reactants needed to synthesize it. The reactants are: [NH2:1][CH2:2][C:3]([O:5][C:6]([CH3:9])([CH3:8])[CH3:7])=[O:4].[C:10](OC(Cl)(Cl)Cl)(OC(Cl)(Cl)Cl)=[O:11].C(N(CC)CC)C. (3) The reactants are: [Cl:1][C:2]1[CH:7]=[CH:6][C:5]([C:8]2[N:12]3[CH:13]=[CH:14][N:15]=[CH:16][C:11]3=[N:10][N:9]=2)=[CH:4][CH:3]=1. Given the product [Cl:1][C:2]1[CH:7]=[CH:6][C:5]([C:8]2[N:12]3[CH2:13][CH2:14][NH:15][CH2:16][C:11]3=[N:10][N:9]=2)=[CH:4][CH:3]=1, predict the reactants needed to synthesize it. (4) Given the product [NH2:12][C:2]1[N:7]=[C:6]([Cl:8])[C:5]([C:9]#[N:10])=[CH:4][N:3]=1, predict the reactants needed to synthesize it. The reactants are: Cl[C:2]1[N:7]=[C:6]([Cl:8])[C:5]([C:9]#[N:10])=[CH:4][N:3]=1.[OH-].[NH4+:12]. (5) Given the product [CH3:16][C@:12]1([C:17]2[NH:18][C:19]3[CH:20]=[CH:21][CH:22]=[C:23]([C:26]([O:28][CH3:29])=[O:27])[C:24]=3[CH:25]=2)[CH2:13][CH2:14][CH2:15][NH:11]1, predict the reactants needed to synthesize it. The reactants are: C(OC([N:11]1[CH2:15][CH2:14][CH2:13][C@@:12]1([C:17]1[NH:18][C:19]2[CH:20]=[CH:21][CH:22]=[C:23]([C:26]([O:28][CH3:29])=[O:27])[C:24]=2[CH:25]=1)[CH3:16])=O)C1C=CC=CC=1.[H][H].